From a dataset of Forward reaction prediction with 1.9M reactions from USPTO patents (1976-2016). Predict the product of the given reaction. (1) Given the reactants ClC1C(C2C=CC=C(F)N=2)=CC(N[C@H]2CC[C@H](O)CC2)=NC=1.NC1CCN(C(OC(C)(C)C)=O)CC1.[Cl:37][C:38]1[C:39]([C:52]2[CH:57]=[CH:56][CH:55]=[C:54]([NH:58][CH:59]3[CH2:64][CH2:63][N:62](C(OC(C)(C)C)=O)[CH2:61][CH2:60]3)[N:53]=2)=[CH:40][C:41]([NH:44][C@H:45]2[CH2:50][CH2:49][C@H:48]([OH:51])[CH2:47][CH2:46]2)=[N:42][CH:43]=1, predict the reaction product. The product is: [Cl:37][C:38]1[C:39]([C:52]2[CH:57]=[CH:56][CH:55]=[C:54]([NH:58][CH:59]3[CH2:64][CH2:63][NH:62][CH2:61][CH2:60]3)[N:53]=2)=[CH:40][C:41]([NH:44][C@H:45]2[CH2:50][CH2:49][C@H:48]([OH:51])[CH2:47][CH2:46]2)=[N:42][CH:43]=1. (2) Given the reactants [C:1]12(COC3C(Br)=CN=C(NN)C=3)CC3CC(CC(C3)C1)C2.[Br:22][C:23]1[C:24]([CH2:31][O:32][C:33]2[CH:38]=[C:37]([O:39][C:40]([F:43])([F:42])[F:41])[CH:36]=[C:35]([Cl:44])[CH:34]=2)=[CH:25][C:26]([NH:29][NH2:30])=[N:27][CH:28]=1, predict the reaction product. The product is: [Br:22][C:23]1[C:24]([CH2:31][O:32][C:33]2[CH:38]=[C:37]([O:39][C:40]([F:43])([F:41])[F:42])[CH:36]=[C:35]([Cl:44])[CH:34]=2)=[CH:25][C:26]2[N:27]([CH:1]=[N:30][N:29]=2)[CH:28]=1. (3) The product is: [F:1][C:2]1[CH:55]=[CH:54][CH:53]=[CH:52][C:3]=1[CH2:4][C:5]1([CH2:49][O:50][CH3:51])[CH2:10][CH2:9][CH2:8][N:7]([NH:11][C:12]([C:14]2[CH:15]=[C:16]3[C:20](=[CH:21][CH:22]=2)[NH:19][N:18]=[C:17]3[C:42]2[CH:47]=[CH:46][N:45]=[C:44]([CH3:48])[CH:43]=2)=[O:13])[CH2:6]1. Given the reactants [F:1][C:2]1[CH:55]=[CH:54][CH:53]=[CH:52][C:3]=1[CH2:4][C:5]1([CH2:49][O:50][CH3:51])[CH2:10][CH2:9][CH2:8][N:7]([NH:11][C:12]([C:14]2[CH:15]=[C:16]3[C:20](=[CH:21][CH:22]=2)[N:19](C(C2C=CC=CC=2)(C2C=CC=CC=2)C2C=CC=CC=2)[N:18]=[C:17]3[C:42]2[CH:47]=[CH:46][N:45]=[C:44]([CH3:48])[CH:43]=2)=[O:13])[CH2:6]1.FC(F)(F)C(O)=O.C([SiH](CC)CC)C, predict the reaction product. (4) Given the reactants [C:1]1(=[O:7])[O:6][C:4](=[O:5])[CH:3]=[CH:2]1.[OH-:8].[Na+].F[B-](F)(F)F.[Cl:15][C:16]1[CH:25]=[C:24]2[C:19]([CH:20]=[CH:21][CH:22]=[C:23]2[N+]#N)=[CH:18][CH:17]=1, predict the reaction product. The product is: [Cl:15][C:16]1[CH:25]=[C:24]2[C:19]([CH:20]=[CH:21][CH:22]=[C:23]2[CH:2]([CH2:3][C:4]([OH:8])=[O:5])[C:1]([OH:6])=[O:7])=[CH:18][CH:17]=1. (5) Given the reactants ClCC([NH:5][C:6]12[CH2:15][C:10]3([CH3:16])[CH2:11][CH:12]([CH2:14][C:8]([CH3:17])([CH2:9]3)[CH2:7]1)[CH2:13]2)=O.C(O)C.NC(N)=S.[OH-].[Na+], predict the reaction product. The product is: [NH2:5][C:6]12[CH2:7][C:8]3([CH3:17])[CH2:14][CH:12]([CH2:11][C:10]([CH3:16])([CH2:9]3)[CH2:15]1)[CH2:13]2. (6) Given the reactants [O:1]=[C:2]1[NH:7][C:6]([C:8]([F:11])([F:10])[F:9])=[C:5]([C:12]([O:14][CH2:15][CH3:16])=[O:13])[CH:4]=[CH:3]1.[Br:17]N1C(=O)CCC1=O, predict the reaction product. The product is: [Br:17][C:3]1[C:2](=[O:1])[NH:7][C:6]([C:8]([F:9])([F:10])[F:11])=[C:5]([C:12]([O:14][CH2:15][CH3:16])=[O:13])[CH:4]=1.